The task is: Predict the reactants needed to synthesize the given product.. This data is from Full USPTO retrosynthesis dataset with 1.9M reactions from patents (1976-2016). (1) Given the product [CH2:1]([O:3][C:4]1([C:7]2[CH:23]=[CH:22][C:10]([OH:11])=[CH:9][C:8]=2[CH:24]([CH3:25])[CH3:26])[CH2:6][CH2:5]1)[CH3:2], predict the reactants needed to synthesize it. The reactants are: [CH2:1]([O:3][C:4]1([C:7]2[CH:23]=[CH:22][C:10]([O:11][Si](C(C)C)(C(C)C)C(C)C)=[CH:9][C:8]=2[CH:24]([CH3:26])[CH3:25])[CH2:6][CH2:5]1)[CH3:2].[F-].C([N+](CCCC)(CCCC)CCCC)CCC. (2) Given the product [CH2:34]=[CH:33][C:32]([O:37][C:38]12[CH2:39][C:40]3([OH:48])[CH2:46][CH:44]([CH2:43][CH:42]([CH2:41]3)[CH2:47]1)[CH2:45]2)=[O:36], predict the reactants needed to synthesize it. The reactants are: C(OCC(C)(NS(C(F)(F)F)(=O)=O)C)(=O)C(C)=C.C(OC1(CC)CCCC1)(=O)C(C)=C.[C:32]([O:37][C:38]12[CH2:47][CH:42]3[CH2:43][CH:44]([CH2:46][C:40]([OH:48])([CH2:41]3)[CH2:39]1)[CH2:45]2)(=[O:36])[C:33](C)=[CH2:34].N(C(C)(C)C#N)=NC(C)(C)C#N.